From a dataset of Peptide-MHC class II binding affinity with 134,281 pairs from IEDB. Regression. Given a peptide amino acid sequence and an MHC pseudo amino acid sequence, predict their binding affinity value. This is MHC class II binding data. (1) The peptide sequence is EKKYFRATQFEPLAA. The MHC is HLA-DQA10301-DQB10302 with pseudo-sequence HLA-DQA10301-DQB10302. The binding affinity (normalized) is 0.217. (2) The peptide sequence is DVVPEKYTIGATYAP. The MHC is DRB1_0701 with pseudo-sequence DRB1_0701. The binding affinity (normalized) is 0.464. (3) The peptide sequence is AAATAGTTVYMAFAA. The MHC is HLA-DQA10102-DQB10602 with pseudo-sequence HLA-DQA10102-DQB10602. The binding affinity (normalized) is 0.784. (4) The peptide sequence is QKVVIFILLMLVTPS. The MHC is DRB1_1302 with pseudo-sequence DRB1_1302. The binding affinity (normalized) is 0.417.